Dataset: Forward reaction prediction with 1.9M reactions from USPTO patents (1976-2016). Task: Predict the product of the given reaction. (1) Given the reactants [F:1][C:2]1[CH:7]=[CH:6][CH:5]=[C:4](F)[C:3]=1[N+:9]([O-:11])=[O:10].[CH3:12][O:13][Na].[Na], predict the reaction product. The product is: [F:1][C:2]1[CH:7]=[CH:6][CH:5]=[C:4]([O:13][CH3:12])[C:3]=1[N+:9]([O-:11])=[O:10]. (2) Given the reactants ClC1C=CC(CC2CC3N(CC(N)C)C(CC3)C2)=CC=1.C[O:22][C:23]1[CH:24]=[C:25]([N:33]=[C:34]=[O:35])[CH:26]=[C:27](OC)[C:28]=1OC, predict the reaction product. The product is: [OH:22][CH:23]1[CH2:24][CH:25]2[CH2:26][CH2:27][CH:28]1[C:34](=[O:35])[NH:33]2. (3) Given the reactants [S:1]1[CH:5]=[CH:4][CH:3]=[C:2]1[CH2:6][CH2:7][NH:8][C:9]([C:11]1([C:16]2[CH:21]=[CH:20][C:19]([Cl:22])=[CH:18][CH:17]=2)[CH2:15][CH2:14][CH2:13][CH2:12]1)=[O:10].[CH3:23]C(C)([O-])C.[K+].IC, predict the reaction product. The product is: [Cl:22][C:19]1[CH:18]=[CH:17][C:16]([C:11]2([C:9]([N:8]([CH3:23])[CH2:7][CH2:6][C:2]3[S:1][CH:5]=[CH:4][CH:3]=3)=[O:10])[CH2:12][CH2:13][CH2:14][CH2:15]2)=[CH:21][CH:20]=1. (4) Given the reactants FC(F)(F)C(O)=O.[F:8][C:9]1[CH:10]=[C:11]([C:15]2[CH:20]=[C:19]([C:21]3[NH:25][CH:24]=[C:23]([S:26]([NH:29][CH2:30][CH2:31][C:32](O)=[O:33])(=[O:28])=[O:27])[CH:22]=3)[CH:18]=[CH:17][N:16]=2)[CH:12]=[CH:13][CH:14]=1.[OH-].[Na+], predict the reaction product. The product is: [F:8][C:9]1[CH:10]=[C:11]([C:15]2[CH:20]=[C:19]([C:21]3[NH:25][C:24]4[C:32](=[O:33])[CH2:31][CH2:30][NH:29][S:26](=[O:27])(=[O:28])[C:23]=4[CH:22]=3)[CH:18]=[CH:17][N:16]=2)[CH:12]=[CH:13][CH:14]=1.